This data is from Forward reaction prediction with 1.9M reactions from USPTO patents (1976-2016). The task is: Predict the product of the given reaction. (1) The product is: [CH:1]1([N:4]([CH3:29])[C:5]2[C:6]([C:19]3[O:20][C:21]4[CH:27]=[CH:26][C:25]([F:28])=[CH:24][C:22]=4[CH:23]=3)=[N:7][C:8]3[C:13]([N:14]=2)=[CH:12][C:11]([C:15]([OH:17])=[O:16])=[CH:10][CH:9]=3)[CH2:3][CH2:2]1. Given the reactants [CH:1]1([N:4]([CH3:29])[C:5]2[C:6]([C:19]3[O:20][C:21]4[CH:27]=[CH:26][C:25]([F:28])=[CH:24][C:22]=4[CH:23]=3)=[N:7][C:8]3[C:13]([N:14]=2)=[CH:12][C:11]([C:15]([O:17]C)=[O:16])=[CH:10][CH:9]=3)[CH2:3][CH2:2]1.[OH-].[Na+].Cl, predict the reaction product. (2) Given the reactants [BH4-].[Na+].[Cl:3][C:4]1[N:5]=[C:6]([C:9](=[O:31])[CH2:10][CH2:11][N:12]2[C:20]([C:21]3[CH:26]=[CH:25][CH:24]=[CH:23][CH:22]=3)=[C:19]3[C:14]([N:15]([CH3:30])[C:16](=[O:29])[N:17]([CH3:28])[C:18]3=[O:27])=[CH:13]2)[S:7][CH:8]=1, predict the reaction product. The product is: [Cl:3][C:4]1[N:5]=[C:6]([CH:9]([OH:31])[CH2:10][CH2:11][N:12]2[C:20]([C:21]3[CH:26]=[CH:25][CH:24]=[CH:23][CH:22]=3)=[C:19]3[C:14]([N:15]([CH3:30])[C:16](=[O:29])[N:17]([CH3:28])[C:18]3=[O:27])=[CH:13]2)[S:7][CH:8]=1. (3) The product is: [F:17][C:14]1[CH:15]=[CH:16][C:11]([C:8]2[CH:9]=[CH:10][C:5]3[N:6]([C:2]([S:18][C:19]4[CH:20]=[CH:21][C:22]([NH:25][C:26](=[O:28])[CH3:27])=[CH:23][CH:24]=4)=[CH:3][N:4]=3)[CH:7]=2)=[CH:12][CH:13]=1. Given the reactants Br[C:2]1[N:6]2[CH:7]=[C:8]([C:11]3[CH:16]=[CH:15][C:14]([F:17])=[CH:13][CH:12]=3)[CH:9]=[CH:10][C:5]2=[N:4][CH:3]=1.[SH:18][C:19]1[CH:24]=[CH:23][C:22]([NH:25][C:26](=[O:28])[CH3:27])=[CH:21][CH:20]=1.C(=O)([O-])[O-].[K+].[K+].CS(C)=O, predict the reaction product. (4) The product is: [CH3:1][O:2][C:3](=[O:18])[CH2:4][NH:5][CH2:6][C:7]([NH2:10])([CH3:9])[CH3:8]. Given the reactants [CH3:1][O:2][C:3](=[O:18])[CH2:4][NH:5][CH2:6][C:7]([NH:10]C(OC(C)(C)C)=O)([CH3:9])[CH3:8], predict the reaction product. (5) Given the reactants [Mg].Br[C:3]1[CH:14]=[CH:13][C:12]2=[C:15]3[C:4]=1[CH:5]=[CH:6][CH:7]=[C:8]3[C:9]([CH3:21])([CH3:20])[C:10]1[CH:19]=[CH:18][CH:17]=[CH:16][C:11]=12, predict the reaction product. The product is: [CH3:21][C:9]1([CH3:20])[C:8]2[C:15]3[C:4]([CH:5]=[CH:6][CH:7]=2)=[C:3]([C:3]2[CH:14]=[CH:13][C:12]4=[C:15]5[C:4]=2[CH:5]=[CH:6][CH:7]=[C:8]5[C:9]([CH3:20])([CH3:21])[C:10]2[CH:19]=[CH:18][CH:17]=[CH:16][C:11]=24)[CH:14]=[CH:13][C:12]=3[C:11]2[CH:16]=[CH:17][CH:18]=[CH:19][C:10]1=2.